Dataset: Reaction yield outcomes from USPTO patents with 853,638 reactions. Task: Predict the reaction yield, written as a fraction of the theoretical maximum amount of product (1.0 means a 100% yield; for example, 0.34 means a 34% yield). (1) The reactants are [CH3:1][O:2][C:3]([C:5]1([CH:12]=O)[CH2:11][CH2:10][CH2:9][CH2:8][CH2:7][CH2:6]1)=[O:4].C([O-])(=O)C.[Na+].Cl.[CH2:20]([O:27][NH2:28])[C:21]1[CH:26]=[CH:25][CH:24]=[CH:23][CH:22]=1. The catalyst is CO. The product is [CH3:1][O:2][C:3]([C:5]1([CH:12]=[N:28][O:27][CH2:20][C:21]2[CH:26]=[CH:25][CH:24]=[CH:23][CH:22]=2)[CH2:6][CH2:7][CH2:8][CH2:9][CH2:10][CH2:11]1)=[O:4]. The yield is 0.510. (2) The reactants are [N+:1]([C:4]1[CH:10]=[C:9]([C:11]([F:14])([F:13])[F:12])[CH:8]=[CH:7][C:5]=1[NH2:6])([O-:3])=[O:2].Cl.[N:16]([O-])=O.[Na+].[OH:20][C:21]1[C:26](CO)=[CH:25][C:24]([O:29][CH3:30])=[CH:23][C:22]=1[CH2:31][OH:32].[OH-].[Na+]. The catalyst is O.S(=O)(=O)(O)N.C1COCC1.C(O)C. The product is [OH:32][CH2:31][C:22]1[CH:23]=[C:24]([O:29][CH3:30])[CH:25]=[C:26]([N:16]=[N:6][C:5]2[CH:7]=[CH:8][C:9]([C:11]([F:12])([F:13])[F:14])=[CH:10][C:4]=2[N+:1]([O-:3])=[O:2])[C:21]=1[OH:20]. The yield is 0.420. (3) The reactants are [F:1][C:2]1[CH:7]=[C:6]([C:8]2[CH:12]=[C:11]([CH2:13][NH:14][C:15]3[CH:19]=[CH:18][O:17][N:16]=3)[O:10][N:9]=2)[CH:5]=[CH:4][C:3]=1[N:20]1[CH:24]=[CH:23][C:22]([CH:25]=[O:26])=[CH:21]1.CO.ClCCl.[BH4-].[Na+]. The catalyst is ClCCl. The product is [F:1][C:2]1[CH:7]=[C:6]([C:8]2[CH:12]=[C:11]([CH2:13][NH:14][C:15]3[CH:19]=[CH:18][O:17][N:16]=3)[O:10][N:9]=2)[CH:5]=[CH:4][C:3]=1[N:20]1[CH:24]=[CH:23][C:22]([CH2:25][OH:26])=[CH:21]1. The yield is 0.730. (4) The yield is 0.330. The product is [F:14][C:13]1([F:15])[CH2:12][O:11][C:10]([NH2:16])=[N:9][C@@:8]1([C:6]1[CH:7]=[C:2]2[C:3]([CH:38]=[C:37]([CH2:36][C:33]3[CH:32]=[CH:31][C:30]([O:29][CH3:28])=[CH:35][CH:34]=3)[NH:1]2)=[CH:4][C:5]=1[F:18])[CH3:17]. The catalyst is CN(C)C=O.C(=O)([O-])O.[Na+].C1C=CC(P(C2C=CC=CC=2)C2C=CC=CC=2)=CC=1.C1C=CC(P(C2C=CC=CC=2)C2C=CC=CC=2)=CC=1.Cl[Pd]Cl.[Cu]I. The reactants are [NH2:1][C:2]1[C:3](I)=[CH:4][C:5]([F:18])=[C:6]([C@:8]2([CH3:17])[C:13]([F:15])([F:14])[CH2:12][O:11][C:10]([NH2:16])=[N:9]2)[CH:7]=1.CN(C)C(N(C)C)=N.[CH3:28][O:29][C:30]1[CH:35]=[CH:34][C:33]([CH2:36][C:37]#[CH:38])=[CH:32][CH:31]=1. (5) The reactants are [CH:1]1([NH:4][C:5]([NH:7][C:8]2[CH:29]=[CH:28][C:11]([O:12][C:13]3[C:22]4[C:17](=[CH:18][C:19]([O:26][CH3:27])=[C:20]([C:23](O)=[O:24])[CH:21]=4)[N:16]=[CH:15][CH:14]=3)=[CH:10][C:9]=2[CH3:30])=[O:6])[CH2:3][CH2:2]1.[CH3:31][O:32][CH2:33][CH2:34][NH2:35]. No catalyst specified. The product is [CH3:31][O:32][CH2:33][CH2:34][NH:35][C:23]([C:20]1[CH:21]=[C:22]2[C:17](=[CH:18][C:19]=1[O:26][CH3:27])[N:16]=[CH:15][CH:14]=[C:13]2[O:12][C:11]1[CH:28]=[CH:29][C:8]([NH:7][C:5]([NH:4][CH:1]2[CH2:3][CH2:2]2)=[O:6])=[C:9]([CH3:30])[CH:10]=1)=[O:24]. The yield is 0.497.